Dataset: NCI-60 drug combinations with 297,098 pairs across 59 cell lines. Task: Regression. Given two drug SMILES strings and cell line genomic features, predict the synergy score measuring deviation from expected non-interaction effect. Drug 1: CCC1=C2CN3C(=CC4=C(C3=O)COC(=O)C4(CC)O)C2=NC5=C1C=C(C=C5)O. Drug 2: C1=CC=C(C=C1)NC(=O)CCCCCCC(=O)NO. Cell line: OVCAR3. Synergy scores: CSS=43.4, Synergy_ZIP=4.27, Synergy_Bliss=9.05, Synergy_Loewe=-36.0, Synergy_HSA=7.18.